From a dataset of Peptide-MHC class I binding affinity with 185,985 pairs from IEDB/IMGT. Regression. Given a peptide amino acid sequence and an MHC pseudo amino acid sequence, predict their binding affinity value. This is MHC class I binding data. (1) The peptide sequence is YASLTTIGT. The MHC is HLA-A02:03 with pseudo-sequence HLA-A02:03. The binding affinity (normalized) is 0.540. (2) The peptide sequence is TLLLWISVKV. The MHC is HLA-A02:02 with pseudo-sequence HLA-A02:02. The binding affinity (normalized) is 0.417. (3) The peptide sequence is VVGADGFGY. The MHC is HLA-A02:12 with pseudo-sequence HLA-A02:12. The binding affinity (normalized) is 0.0847. (4) The binding affinity (normalized) is 0.0847. The peptide sequence is NMAPEKVDF. The MHC is HLA-A69:01 with pseudo-sequence HLA-A69:01. (5) The peptide sequence is KLLRNEWTL. The MHC is H-2-Db with pseudo-sequence H-2-Db. The binding affinity (normalized) is 0.408.